Dataset: Catalyst prediction with 721,799 reactions and 888 catalyst types from USPTO. Task: Predict which catalyst facilitates the given reaction. (1) Reactant: Cl[C:2]1[N:3]=[C:4]([O:29][CH:30]2[CH2:33][CH2:32][CH2:31]2)[C:5]2[C:10]([C:11]3[CH:20]=[CH:19][C:14]([C:15]([NH:17][CH3:18])=[O:16])=[CH:13][CH:12]=3)=[CH:9][N:8]([CH2:21][O:22][CH2:23][CH2:24][Si:25]([CH3:28])([CH3:27])[CH3:26])[C:6]=2[N:7]=1.[CH3:34][N:35]1[CH:39]=[C:38]([NH2:40])[C:37]([CH3:41])=[N:36]1.C1(P(C2CCCCC2)C2C=CC=CC=2C2C(OC(C)C)=CC=CC=2OC(C)C)CCCCC1. Product: [CH:30]1([O:29][C:4]2[C:5]3[C:10]([C:11]4[CH:20]=[CH:19][C:14]([C:15]([NH:17][CH3:18])=[O:16])=[CH:13][CH:12]=4)=[CH:9][N:8]([CH2:21][O:22][CH2:23][CH2:24][Si:25]([CH3:28])([CH3:27])[CH3:26])[C:6]=3[N:7]=[C:2]([NH:40][C:38]3[C:37]([CH3:41])=[N:36][N:35]([CH3:34])[CH:39]=3)[N:3]=2)[CH2:33][CH2:32][CH2:31]1. The catalyst class is: 12. (2) Product: [F:22][C:16]1[CH:17]=[C:18]([F:21])[CH:19]=[CH:20][C:15]=1[O:14][C:3]1[CH:4]=[CH:5][C:6]([CH2:8][S:9]([CH2:12][CH3:13])(=[O:11])=[O:10])=[CH:7][C:2]=1[B:23]1[O:27][C:26]([CH3:29])([CH3:28])[C:25]([CH3:31])([CH3:30])[O:24]1. The catalyst class is: 75. Reactant: Br[C:2]1[CH:7]=[C:6]([CH2:8][S:9]([CH2:12][CH3:13])(=[O:11])=[O:10])[CH:5]=[CH:4][C:3]=1[O:14][C:15]1[CH:20]=[CH:19][C:18]([F:21])=[CH:17][C:16]=1[F:22].[B:23]1([B:23]2[O:27][C:26]([CH3:29])([CH3:28])[C:25]([CH3:31])([CH3:30])[O:24]2)[O:27][C:26]([CH3:29])([CH3:28])[C:25]([CH3:31])([CH3:30])[O:24]1.CC([O-])=O.[K+]. (3) Reactant: [CH:1]1([C:7]2([C:10]([NH:12][C:13]3[C:22]([Cl:23])=[CH:21][CH:20]=[C:19]4[C:14]=3[CH:15]=[CH:16][C:17](Cl)=[N:18]4)=[O:11])[CH2:9][CH2:8]2)[CH2:6][CH2:5][CH2:4][CH2:3][CH2:2]1.[NH:25]1[CH2:30][CH2:29][NH:28][CH2:27][CH2:26]1. Product: [Cl:23][C:22]1[C:13]([NH:12][C:10]([C:7]2([CH:1]3[CH2:6][CH2:5][CH2:4][CH2:3][CH2:2]3)[CH2:8][CH2:9]2)=[O:11])=[C:14]2[C:19](=[CH:20][CH:21]=1)[N:18]=[C:17]([N:25]1[CH2:30][CH2:29][NH:28][CH2:27][CH2:26]1)[CH:16]=[CH:15]2. The catalyst class is: 10.